Task: Predict the reactants needed to synthesize the given product.. Dataset: Full USPTO retrosynthesis dataset with 1.9M reactions from patents (1976-2016) (1) Given the product [C:8]([O:12][C:13]([N:15]1[CH2:18][CH:17]([NH:19][C:20](=[O:23])[CH2:21][CH3:22])[CH2:16]1)=[O:14])([CH3:11])([CH3:9])[CH3:10], predict the reactants needed to synthesize it. The reactants are: C(N(CC)CC)C.[C:8]([O:12][C:13]([N:15]1[CH2:18][CH:17]([NH2:19])[CH2:16]1)=[O:14])([CH3:11])([CH3:10])[CH3:9].[C:20](Cl)(=[O:23])[CH2:21][CH3:22].O. (2) Given the product [C:3]([O:7][C:8](=[O:32])[NH:9][C:10]1[CH:11]=[N:12][C:13]([CH:16]2[N:29]([CH3:33])[C:28]3[C:27]4[C:22](=[CH:23][CH:24]=[C:25]([O:30][CH3:31])[N:26]=4)[N:21]=[CH:20][C:19]=3[O:18][CH2:17]2)=[CH:14][CH:15]=1)([CH3:6])([CH3:5])[CH3:4], predict the reactants needed to synthesize it. The reactants are: CI.[C:3]([O:7][C:8](=[O:32])[NH:9][C:10]1[CH:11]=[N:12][C:13]([CH:16]2[NH:29][C:28]3[C:27]4[C:22](=[CH:23][CH:24]=[C:25]([O:30][CH3:31])[N:26]=4)[N:21]=[CH:20][C:19]=3[O:18][CH2:17]2)=[CH:14][CH:15]=1)([CH3:6])([CH3:5])[CH3:4].[C:33](=O)([O-])[O-].[Cs+].[Cs+]. (3) Given the product [CH2:14]([N:21]1[CH2:22][CH2:23][C:24]2[C:29](=[O:30])[NH:12][C:10]([CH2:9][C:6]3[CH:5]=[CH:4][C:3]([CH3:2])=[CH:8][CH:7]=3)=[N:11][C:25]=2[CH2:26][CH2:27]1)[C:15]1[CH:20]=[CH:19][CH:18]=[CH:17][CH:16]=1, predict the reactants needed to synthesize it. The reactants are: Cl.[CH3:2][C:3]1[CH:8]=[CH:7][C:6]([CH2:9][C:10](=[NH:12])[NH2:11])=[CH:5][CH:4]=1.Cl.[CH2:14]([N:21]1[CH2:27][CH2:26][C:25](=O)[CH:24]([C:29](OCC)=[O:30])[CH2:23][CH2:22]1)[C:15]1[CH:20]=[CH:19][CH:18]=[CH:17][CH:16]=1.[O-]CC.[Na+]. (4) Given the product [CH3:41][N:21]1[C:20]([C:17]2[CH:18]=[CH:19][C:14]([C:11]3[CH:12]=[CH:13][C:8]([C:5]4([C:3]([OH:2])=[O:4])[CH2:6][CH2:7]4)=[CH:9][CH:10]=3)=[CH:15][CH:16]=2)=[C:24]([NH:25][C:26]([O:28][C@@H:29]([C:31]2[CH:36]=[CH:35][CH:34]=[CH:33][CH:32]=2)[CH3:30])=[O:27])[C:23]([CH3:37])=[N:22]1, predict the reactants needed to synthesize it. The reactants are: C[O:2][C:3]([C:5]1([C:8]2[CH:13]=[CH:12][C:11]([C:14]3[CH:19]=[CH:18][C:17]([C:20]4[C:24]([NH:25][C:26]([O:28][C@@H:29]([C:31]5[CH:36]=[CH:35][CH:34]=[CH:33][CH:32]=5)[CH3:30])=[O:27])=[C:23]([CH3:37])[N:22](C)[N:21]=4)=[CH:16][CH:15]=3)=[CH:10][CH:9]=2)[CH2:7][CH2:6]1)=[O:4].[Li+].[OH-].[CH2:41]1COCC1. (5) Given the product [P:1]([OH:30])([OH:29])([O:3][CH2:4][C@@:5]1([NH2:28])[CH2:9][CH2:8][C@H:7]([C:10]2[CH:19]=[CH:18][C:17]3[CH2:16][C@@H:15]([CH2:20][S:21]([C:22]4[CH:23]=[CH:24][CH:25]=[CH:26][CH:27]=4)=[O:33])[CH2:14][CH2:13][C:12]=3[CH:11]=2)[CH2:6]1)=[O:2], predict the reactants needed to synthesize it. The reactants are: [P:1]([OH:30])([OH:29])([O:3][CH2:4][C@@:5]1([NH2:28])[CH2:9][CH2:8][C@H:7]([C:10]2[CH:19]=[CH:18][C:17]3[CH2:16][C@@H:15]([CH2:20][S:21][C:22]4[CH:27]=[CH:26][CH:25]=[CH:24][CH:23]=4)[CH2:14][CH2:13][C:12]=3[CH:11]=2)[CH2:6]1)=[O:2].CS(C)=[O:33].CC1(C)C2(CS(O)(=O)=O)C(CC1CC2)=O.C(=O)=O.C1C=C(Cl)C=C(C(OO)=O)C=1. (6) Given the product [C:19]1([CH2:18][O:17][C:15]([NH:1][C:2]2([C:5]([O:7][CH3:8])=[O:6])[CH2:4][CH2:3]2)=[O:16])[CH:24]=[CH:23][CH:22]=[CH:21][CH:20]=1, predict the reactants needed to synthesize it. The reactants are: [NH2:1][C:2]1([C:5]([O:7][CH3:8])=[O:6])[CH2:4][CH2:3]1.C([O-])(O)=O.[Na+].Cl[C:15]([O:17][CH2:18][C:19]1[CH:24]=[CH:23][CH:22]=[CH:21][CH:20]=1)=[O:16]. (7) Given the product [C:21]([O:25][C:26](=[O:38])[NH:27][CH3:28])([CH3:24])([CH3:23])[CH3:22], predict the reactants needed to synthesize it. The reactants are: [Br-].C1([PH+](C2C=CC=CC=2)C2C=CC=CC=2)C=CC=CC=1.[C:21]([O:25][C:26](=[O:38])[N:27](C[C@H]1CC[C@H](C=O)CC1)[CH3:28])([CH3:24])([CH3:23])[CH3:22].C(=O)([O-])[O-].[K+].[K+]. (8) Given the product [C:16]([O:1][C:2]1([CH3:8])[CH2:7][CH2:6][S:5][CH2:4][CH2:3]1)(=[O:20])[C:17]([CH3:19])=[CH2:18], predict the reactants needed to synthesize it. The reactants are: [OH:1][C:2]1([CH3:8])[CH2:7][CH2:6][S:5][CH2:4][CH2:3]1.C(N(CC)CC)C.[C:16](Cl)(=[O:20])[C:17]([CH3:19])=[CH2:18]. (9) Given the product [NH:8]1[CH2:13][CH2:12][CH:11]([C:14]([C:15]2[CH:20]=[CH:19][CH:18]=[CH:17][N:16]=2)([C:21]2[CH:26]=[CH:25][CH:24]=[CH:23][N:22]=2)[OH:27])[CH2:10][CH2:9]1, predict the reactants needed to synthesize it. The reactants are: C(OC([N:8]1[CH2:13][CH2:12][CH:11]([C:14]([OH:27])([C:21]2[CH:26]=[CH:25][CH:24]=[CH:23][N:22]=2)[C:15]2[CH:20]=[CH:19][CH:18]=[CH:17][N:16]=2)[CH2:10][CH2:9]1)=O)(C)(C)C.